Dataset: Catalyst prediction with 721,799 reactions and 888 catalyst types from USPTO. Task: Predict which catalyst facilitates the given reaction. (1) Reactant: Cl[C:2]1[CH:3]=[CH:4][C:5]([N+:9]([O-:11])=[O:10])=[C:6]([CH:8]=1)[NH2:7].[CH3:12][N:13](C=O)C. Product: [NH2:7][C:6]1[CH:8]=[C:2]([CH:3]=[CH:4][C:5]=1[N+:9]([O-:11])=[O:10])[C:12]#[N:13]. The catalyst class is: 380. (2) Product: [F:11][C:12]1[CH:17]=[C:16]([O:18][CH2:19][C:20]2[CH:21]=[CH:22][CH:23]=[C:24]3[C:29]=2[N:28]([S:7]([C:1]2[CH:6]=[CH:5][CH:4]=[CH:3][CH:2]=2)(=[O:9])=[O:8])[CH2:27][CH2:26][CH2:25]3)[CH:15]=[CH:14][C:13]=1[CH2:30][CH2:31][C:32]([O:34][CH2:35][CH3:36])=[O:33]. The catalyst class is: 17. Reactant: [C:1]1([S:7](Cl)(=[O:9])=[O:8])[CH:6]=[CH:5][CH:4]=[CH:3][CH:2]=1.[F:11][C:12]1[CH:17]=[C:16]([O:18][CH2:19][C:20]2[CH:21]=[CH:22][CH:23]=[C:24]3[C:29]=2[NH:28][CH2:27][CH2:26][CH2:25]3)[CH:15]=[CH:14][C:13]=1[CH2:30][CH2:31][C:32]([O:34][CH2:35][CH3:36])=[O:33]. (3) Reactant: [Si:1]([O:18][CH2:19][CH2:20][C:21]([C:23]1[CH:28]=[CH:27][CH:26]=[CH:25][CH:24]=1)=O)([C:14]([CH3:17])([CH3:16])[CH3:15])([C:8]1[CH:13]=[CH:12][CH:11]=[CH:10][CH:9]=1)[C:2]1[CH:7]=[CH:6][CH:5]=[CH:4][CH:3]=1.CCO.[F:32][C:33]1[CH:42]=[CH:41][C:40]([F:43])=[CH:39][C:34]=1[C:35](=[S:38])[NH:36][NH2:37]. Product: [Si:1]([O:18][CH2:19][CH2:20][C:21]1([C:23]2[CH:24]=[CH:25][CH:26]=[CH:27][CH:28]=2)[NH:37][N:36]=[C:35]([C:34]2[CH:39]=[C:40]([F:43])[CH:41]=[CH:42][C:33]=2[F:32])[S:38]1)([C:14]([CH3:17])([CH3:15])[CH3:16])([C:2]1[CH:7]=[CH:6][CH:5]=[CH:4][CH:3]=1)[C:8]1[CH:9]=[CH:10][CH:11]=[CH:12][CH:13]=1. The catalyst class is: 2. (4) Reactant: Br[C:2]1[N:3]=[CH:4][C:5]([NH:8][C:9](=[O:28])[C@@H:10]([C:17]2[CH:22]=[CH:21][C:20]([S:23]([CH3:26])(=[O:25])=[O:24])=[C:19]([Cl:27])[CH:18]=2)[CH2:11][CH:12]2[CH2:16][CH2:15][CH2:14][CH2:13]2)=[N:6][CH:7]=1.[SH:29][CH:30](O)C.CN(C)[CH:35]=[O:36]. Product: [Cl:27][C:19]1[CH:18]=[C:17]([C@@H:10]([CH2:11][CH:12]2[CH2:16][CH2:15][CH2:14][CH2:13]2)[C:9]([NH:8][C:5]2[CH:4]=[N:3][C:2]([S:29][CH2:30][CH2:35][OH:36])=[CH:7][N:6]=2)=[O:28])[CH:22]=[CH:21][C:20]=1[S:23]([CH3:26])(=[O:25])=[O:24]. The catalyst class is: 257. (5) Reactant: [Si]([O:8][CH2:9][CH2:10][NH:11][C@H:12]1[CH2:16][CH2:15][N:14]([C:17]2[CH:26]=[CH:25][C:24]3[C:23]([C:27]([NH:29][CH2:30][C:31]4([OH:38])[CH2:37][CH2:36][CH2:35][CH2:34][CH2:33][CH2:32]4)=[O:28])=[C:22]([Cl:39])[CH:21]=[CH:20][C:19]=3[N:18]=2)[CH2:13]1)(C(C)(C)C)(C)C.Cl. Product: [Cl:39][C:22]1[CH:21]=[CH:20][C:19]2[N:18]=[C:17]([N:14]3[CH2:15][CH2:16][C@H:12]([NH:11][CH2:10][CH2:9][OH:8])[CH2:13]3)[CH:26]=[CH:25][C:24]=2[C:23]=1[C:27]([NH:29][CH2:30][C:31]1([OH:38])[CH2:37][CH2:36][CH2:35][CH2:34][CH2:33][CH2:32]1)=[O:28]. The catalyst class is: 7. (6) Reactant: [Cl:1][C:2]1[N:10]=[CH:9][C:8]2[NH:7][C:6]3[N:11]=[CH:12][C:13]([F:15])=[CH:14][C:5]=3[C:4]=2[CH:3]=1.[H-].[Na+].[S:18](Cl)([C:21]1[CH:27]=[CH:26][C:24]([CH3:25])=[CH:23][CH:22]=1)(=[O:20])=[O:19].C([O-])(O)=O.[Na+]. Product: [Cl:1][C:2]1[N:10]=[CH:9][C:8]2[N:7]([S:18]([C:21]3[CH:27]=[CH:26][C:24]([CH3:25])=[CH:23][CH:22]=3)(=[O:20])=[O:19])[C:6]3[N:11]=[CH:12][C:13]([F:15])=[CH:14][C:5]=3[C:4]=2[CH:3]=1. The catalyst class is: 18.